This data is from Peptide-MHC class II binding affinity with 134,281 pairs from IEDB. The task is: Regression. Given a peptide amino acid sequence and an MHC pseudo amino acid sequence, predict their binding affinity value. This is MHC class II binding data. (1) The peptide sequence is FRSLFGGMSWITQGLLGA. The MHC is DRB1_1501 with pseudo-sequence DRB1_1501. The binding affinity (normalized) is 0.247. (2) The peptide sequence is DRYSVDADLQLGELI. The MHC is HLA-DQA10501-DQB10302 with pseudo-sequence HLA-DQA10501-DQB10302. The binding affinity (normalized) is 0.299. (3) The peptide sequence is GDGDVVAVDIKEKGK. The MHC is DRB1_0301 with pseudo-sequence DRB1_0301. The binding affinity (normalized) is 0.538. (4) The peptide sequence is MLMTGGVTLVRKNRW. The MHC is DRB1_1101 with pseudo-sequence DRB1_1101. The binding affinity (normalized) is 0.637. (5) The peptide sequence is QEALEDFREFSRAKG. The binding affinity (normalized) is 0.367. The MHC is DRB1_1501 with pseudo-sequence DRB1_1501.